From a dataset of Catalyst prediction with 721,799 reactions and 888 catalyst types from USPTO. Predict which catalyst facilitates the given reaction. Reactant: C(N1C=CN=C1)(N1C=CN=C1)=O.[CH2:13]([O:15][C:16]1[C:24]2[CH2:23][N:22]([C:25]3[CH:30]=[CH:29][C:28]([CH2:31][C:32](O)=[O:33])=[CH:27][CH:26]=3)[C:21](=[O:35])[C:20]=2[C:19]([O:36][CH2:37][CH3:38])=[C:18]2[CH:39]=[CH:40][CH:41]=[CH:42][C:17]=12)[CH3:14].[F:43][C:44]1[CH:49]=[CH:48][C:47]([S:50]([NH2:53])(=[O:52])=[O:51])=[CH:46][CH:45]=1.C(N(CC)C(C)C)(C)C. Product: [CH2:13]([O:15][C:16]1[C:24]2[CH2:23][N:22]([C:25]3[CH:30]=[CH:29][C:28]([CH2:31][C:32]([NH:53][S:50]([C:47]4[CH:46]=[CH:45][C:44]([F:43])=[CH:49][CH:48]=4)(=[O:52])=[O:51])=[O:33])=[CH:27][CH:26]=3)[C:21](=[O:35])[C:20]=2[C:19]([O:36][CH2:37][CH3:38])=[C:18]2[CH:39]=[CH:40][CH:41]=[CH:42][C:17]=12)[CH3:14]. The catalyst class is: 4.